This data is from Rat liver microsome stability data. The task is: Regression/Classification. Given a drug SMILES string, predict its absorption, distribution, metabolism, or excretion properties. Task type varies by dataset: regression for continuous measurements (e.g., permeability, clearance, half-life) or binary classification for categorical outcomes (e.g., BBB penetration, CYP inhibition). Dataset: rlm. (1) The molecule is COc1ccc(S(=O)(=O)Nc2nc(-c3cccc([N+](=O)[O-])c3)cs2)cc1OC. The result is 0 (unstable in rat liver microsomes). (2) The compound is Cc1ccc(C)c(CN2C(=O)c3ccccc3[S+]([O-])c3ccc(C(=O)N4CCN(c5ccccc5F)CC4)cc32)c1. The result is 1 (stable in rat liver microsomes). (3) The molecule is CC(C)(C#Cc1ccc(NC(=O)CSc2nnnn2-c2ccc(C3CC3)cc2Cl)c(Cl)c1)CNCC(=O)O. The result is 0 (unstable in rat liver microsomes). (4) The drug is CC(C)n1cc(-c2ccc3c(c2)N(C)CC3)c2c(NS(=O)(=O)c3ccn(C)n3)ccnc21. The result is 1 (stable in rat liver microsomes). (5) The compound is COC(=O)Nc1ccc2c(c1)N[C@@H](C(=O)OC)CCCC[C@H](NC(=O)C=Cc1cc(Cl)ccc1-n1cnnn1)c1nc-2c[nH]1. The result is 0 (unstable in rat liver microsomes). (6) The compound is C[C@H]1CN(C(=O)c2nn(C)c3ccccc23)C[C@@H]1c1nc(-c2cccnc2)no1. The result is 1 (stable in rat liver microsomes). (7) The drug is CCOC(=O)c1ccc(-c2ccc3ncnc(NCCc4c[nH]cn4)c3c2)o1. The result is 0 (unstable in rat liver microsomes). (8) The drug is c1ccc2c(Nc3ccon3)nc(-c3ccncc3)nc2c1. The result is 1 (stable in rat liver microsomes). (9) The drug is NC(=O)C1CCN(c2nnc(-c3ccc4c(c3)OCCCO4)s2)CC1. The result is 0 (unstable in rat liver microsomes). (10) The compound is Cc1ccc(S(=O)(=O)Nc2ccc(C(=O)Nc3nc(-c4ccccc4)cs3)c(Cl)c2)cc1. The result is 1 (stable in rat liver microsomes).